From a dataset of Peptide-MHC class II binding affinity with 134,281 pairs from IEDB. Regression. Given a peptide amino acid sequence and an MHC pseudo amino acid sequence, predict their binding affinity value. This is MHC class II binding data. The peptide sequence is PISVTAPPPQLPRPP. The MHC is HLA-DPA10301-DPB10402 with pseudo-sequence HLA-DPA10301-DPB10402. The binding affinity (normalized) is 0.108.